From a dataset of Catalyst prediction with 721,799 reactions and 888 catalyst types from USPTO. Predict which catalyst facilitates the given reaction. (1) Reactant: [CH2:1]([O:3][C:4](=[O:28])[CH2:5][N:6]([CH2:8][CH2:9][CH:10]([C:22]1[CH:27]=[CH:26][CH:25]=[CH:24][CH:23]=1)[O:11][C:12]1[CH:17]=[CH:16][C:15]([C:18]([F:21])([F:20])[F:19])=[CH:14][CH:13]=1)[CH3:7])[CH3:2].[I:29][CH3:30]. Product: [I-:29].[CH3:7][N+:6]([CH3:30])([CH2:5][C:4]([O:3][CH2:1][CH3:2])=[O:28])[CH2:8][CH2:9][CH:10]([C:22]1[CH:23]=[CH:24][CH:25]=[CH:26][CH:27]=1)[O:11][C:12]1[CH:17]=[CH:16][C:15]([C:18]([F:19])([F:20])[F:21])=[CH:14][CH:13]=1. The catalyst class is: 48. (2) Reactant: CN(C)C=O.[OH:6][C:7]1[CH:8]=[CH:9][C:10]2[CH:14]=[C:13]([CH2:15][N:16]3[C:24](=[O:25])[C:23]4[C:18](=[CH:19][CH:20]=[CH:21][CH:22]=4)[C:17]3=[O:26])[S:12][C:11]=2[CH:27]=1.C(=O)([O-])[O-].[K+].[K+].[CH2:34](Br)[C:35]1[CH:40]=[CH:39][CH:38]=[CH:37][CH:36]=1. Product: [CH2:34]([O:6][C:7]1[CH:8]=[CH:9][C:10]2[CH:14]=[C:13]([CH2:15][N:16]3[C:17](=[O:26])[C:18]4[C:23](=[CH:22][CH:21]=[CH:20][CH:19]=4)[C:24]3=[O:25])[S:12][C:11]=2[CH:27]=1)[C:35]1[CH:40]=[CH:39][CH:38]=[CH:37][CH:36]=1. The catalyst class is: 69. (3) Reactant: CS(O[CH2:6][CH:7]1[CH2:11][C:10](=[O:12])[N:9]([C@H:13]([C:16]([NH2:18])=[O:17])[CH2:14][CH3:15])[CH2:8]1)(=O)=O.[N-:19]=[N+:20]=[N-:21].[Na+].FCC1CN([C@@H](CC)C(N)=O)C(=O)C1.O=C1CC(CN2C=NN=N2)CN1[C@@H](CC)C(N)=O.O=C1CC(CN2C=NC=N2)CN1[C@@H](CC)C(N)=O.O=C1CC(CN2C=CN=N2)CN1C(CC)C(N)=O.C(SCC1CN([C@@H](CC)C(N)=O)C(=O)C1)(C)C.O=C1CC(CN2CCCC2)CN1[C@@H](CC)C(N)=O.O=C1CC(CN2CCSCC2)CN1[C@@H](CC)C(N)=O. Product: [N:19]([CH2:6][CH:7]1[CH2:8][N:9]([C@@H:13]([CH2:14][CH3:15])[C:16]([NH2:18])=[O:17])[C:10](=[O:12])[CH2:11]1)=[N+:20]=[N-:21]. The catalyst class is: 10.